This data is from Reaction yield outcomes from USPTO patents with 853,638 reactions. The task is: Predict the reaction yield, written as a fraction of the theoretical maximum amount of product (1.0 means a 100% yield; for example, 0.34 means a 34% yield). (1) The yield is 0.790. The reactants are [C:1]([O:5][C:6](=[O:31])[CH2:7][N:8]([C:17]1[CH:22]=[CH:21][CH:20]=[CH:19][C:18]=1[O:23][CH2:24][C:25]1[CH:30]=[CH:29][CH:28]=[CH:27][CH:26]=1)[CH2:9][C:10]([O:12][C:13]([CH3:16])([CH3:15])[CH3:14])=[O:11])([CH3:4])([CH3:3])[CH3:2].N1C=CC=CC=1.[Br:38]Br. The product is [C:1]([O:5][C:6](=[O:31])[CH2:7][N:8]([C:17]1[CH:22]=[CH:21][C:20]([Br:38])=[CH:19][C:18]=1[O:23][CH2:24][C:25]1[CH:30]=[CH:29][CH:28]=[CH:27][CH:26]=1)[CH2:9][C:10]([O:12][C:13]([CH3:16])([CH3:15])[CH3:14])=[O:11])([CH3:2])([CH3:3])[CH3:4]. The catalyst is C(Cl)Cl. (2) The reactants are [F:1][C:2]1[CH:11]=[CH:10][C:5]2[N:6]=[C:7]([NH2:9])[S:8][C:4]=2[CH:3]=1.[F:12][C:13]([F:24])([F:23])[C:14]1[CH:15]=[C:16]([CH:20]=[CH:21][CH:22]=1)[C:17](Cl)=[O:18].Br[CH:26]([CH2:31][CH3:32])[C:27]([O:29]C)=[O:28].COC1C=CC2N=C(N)SC=2C=1.ClC1C=C(C=CC=1)C(Cl)=O.BrCC(OCC)=O. No catalyst specified. The product is [F:1][C:2]1[CH:11]=[CH:10][C:5]2[N:6]([CH:26]([CH2:31][CH3:32])[C:27]([OH:29])=[O:28])[C:7](=[N:9][C:17](=[O:18])[C:16]3[CH:20]=[CH:21][CH:22]=[C:14]([C:13]([F:24])([F:23])[F:12])[CH:15]=3)[S:8][C:4]=2[CH:3]=1. The yield is 0.250. (3) The reactants are Br[C:2]1[O:6][C:5]([CH3:7])=[C:4]([CH:8]=[O:9])[CH:3]=1.[CH3:10][O:11][C:12]([C:14]1[CH:15]=[C:16](B(O)O)[CH:17]=[CH:18][CH:19]=1)=[O:13].C(=O)([O-])[O-].[Na+].[Na+].COCCOC. The catalyst is C1C=CC([P]([Pd]([P](C2C=CC=CC=2)(C2C=CC=CC=2)C2C=CC=CC=2)([P](C2C=CC=CC=2)(C2C=CC=CC=2)C2C=CC=CC=2)[P](C2C=CC=CC=2)(C2C=CC=CC=2)C2C=CC=CC=2)(C2C=CC=CC=2)C2C=CC=CC=2)=CC=1.O. The product is [CH:8]([C:4]1[CH:3]=[C:2]([C:18]2[CH:19]=[C:14]([CH:15]=[CH:16][CH:17]=2)[C:12]([O:11][CH3:10])=[O:13])[O:6][C:5]=1[CH3:7])=[O:9]. The yield is 0.870. (4) The reactants are [CH2:1]([NH2:6])[CH2:2][CH:3]([CH3:5])[CH3:4].[Br:7][C:8]1[CH:13]=[CH:12][C:11]([S:14](Cl)(=[O:16])=[O:15])=[CH:10][CH:9]=1. No catalyst specified. The product is [Br:7][C:8]1[CH:13]=[CH:12][C:11]([S:14]([NH:6][CH2:1][CH2:2][CH:3]([CH3:5])[CH3:4])(=[O:16])=[O:15])=[CH:10][CH:9]=1. The yield is 0.980. (5) The reactants are O.[Cl:2][C:3]1[CH:11]=[C:10](O)[CH:9]=[CH:8][C:4]=1C(O)=O.[C:13]([O-:16])([O-])=[O:14].[K+].[K+].[CH3:19]I.O.CN([CH:25]=[O:26])C. No catalyst specified. The product is [CH3:19][O:16][C:13](=[O:14])[C:4]1[CH:8]=[CH:9][C:10]([O:26][CH3:25])=[CH:11][C:3]=1[Cl:2]. The yield is 0.950. (6) The reactants are [F:1][C:2]1[C:19]([CH3:20])=[CH:18][C:17]([C:21]2[CH:26]=[CH:25][CH:24]=[C:23]([F:27])[CH:22]=2)=[CH:16][C:3]=1[C:4]([NH:6][C:7]1[C:12]([F:13])=[CH:11][CH:10]=[C:9]([OH:14])[C:8]=1[CH3:15])=O. The catalyst is C1COCC1. The product is [F:13][C:12]1[CH:11]=[CH:10][C:9]([OH:14])=[C:8]([CH3:15])[C:7]=1[NH:6][CH2:4][C:3]1[CH:16]=[C:17]([C:21]2[CH:26]=[CH:25][CH:24]=[C:23]([F:27])[CH:22]=2)[CH:18]=[C:19]([CH3:20])[C:2]=1[F:1]. The yield is 0.690. (7) The reactants are Br[C:2]1[N:7]=[C:6]([C:8]([OH:10])=[O:9])[CH:5]=[CH:4][C:3]=1[F:11].[F:12][C:13]1[CH:18]=[C:17]([F:19])[CH:16]=[CH:15][C:14]=1B(O)O. The catalyst is C1C=CC(P(C2C=CC=CC=2)[C-]2C=CC=C2)=CC=1.C1C=CC(P(C2C=CC=CC=2)[C-]2C=CC=C2)=CC=1.Cl[Pd]Cl.[Fe+2].C(Cl)Cl. The product is [F:12][C:13]1[CH:18]=[C:17]([F:19])[CH:16]=[CH:15][C:14]=1[C:2]1[N:7]=[C:6]([C:8]([OH:10])=[O:9])[CH:5]=[CH:4][C:3]=1[F:11]. The yield is 0.790.